Dataset: Full USPTO retrosynthesis dataset with 1.9M reactions from patents (1976-2016). Task: Predict the reactants needed to synthesize the given product. Given the product [C:7]([C:9]1[CH:10]=[C:11]([C:12]2[O:14][N:34]=[C:33]([C:35]3[CH:43]=[CH:42][C:41]4[NH:40][C:39]5[CH:44]([CH2:47][C:48]([O:50][CH2:51][CH3:52])=[O:49])[CH2:45][CH2:46][C:38]=5[C:37]=4[CH:36]=3)[N:32]=2)[CH:15]=[CH:16][C:17]=1[O:18][CH:19]1[CH2:23][CH2:22][CH2:21][CH2:20]1)#[N:8], predict the reactants needed to synthesize it. The reactants are: C(Cl)(=O)C(Cl)=O.[C:7]([C:9]1[CH:10]=[C:11]([CH:15]=[CH:16][C:17]=1[O:18][CH:19]1[CH2:23][CH2:22][CH2:21][CH2:20]1)[C:12]([OH:14])=O)#[N:8].C(N(CC)CC)C.O[NH:32][C:33]([C:35]1[CH:43]=[CH:42][C:41]2[NH:40][C:39]3[CH:44]([CH2:47][C:48]([O:50][CH2:51][CH3:52])=[O:49])[CH2:45][CH2:46][C:38]=3[C:37]=2[CH:36]=1)=[NH:34].